Dataset: Forward reaction prediction with 1.9M reactions from USPTO patents (1976-2016). Task: Predict the product of the given reaction. (1) Given the reactants Cl[C:2]1[CH:7]=[CH:6][N:5]=[C:4]([N:8]2[CH2:19][CH2:18][N:17]3[C:10](=[CH:11][C:12]4[CH2:13][C:14]([CH3:21])([CH3:20])[CH2:15][C:16]=43)[C:9]2=[O:22])[C:3]=1[CH:23]=[O:24].[CH3:25][N:26]1[C:31](=[O:32])[C:30]([NH:33][C:34]2[CH:46]=[C:37]3[CH2:38][N:39]([CH:42]4[CH2:45][O:44][CH2:43]4)[CH2:40][CH2:41][N:36]3[N:35]=2)=[CH:29][C:28](B(O)O)=[CH:27]1.[O-]P([O-])([O-])=O.[K+].[K+].[K+].O.O.O.C([O-])(=O)C.[Na+], predict the reaction product. The product is: [CH3:20][C:14]1([CH3:21])[CH2:13][C:12]2[CH:11]=[C:10]3[N:17]([CH2:18][CH2:19][N:8]([C:4]4[C:3]([CH:23]=[O:24])=[C:2]([C:28]5[CH:29]=[C:30]([NH:33][C:34]6[CH:46]=[C:37]7[CH2:38][N:39]([CH:42]8[CH2:45][O:44][CH2:43]8)[CH2:40][CH2:41][N:36]7[N:35]=6)[C:31](=[O:32])[N:26]([CH3:25])[CH:27]=5)[CH:7]=[CH:6][N:5]=4)[C:9]3=[O:22])[C:16]=2[CH2:15]1. (2) Given the reactants [CH2:1]([O:8][CH2:9][CH:10]([CH2:13][OH:14])[CH2:11]O)[C:2]1[CH:7]=[CH:6][CH:5]=[CH:4][CH:3]=1.C([Li])CCC.CCCCCC.C1(C)C=CC(S(Cl)(=O)=O)=CC=1.CC(C)([O-])C.[K+], predict the reaction product. The product is: [CH2:1]([O:8][CH2:9][CH:10]1[CH2:11][O:14][CH2:13]1)[C:2]1[CH:3]=[CH:4][CH:5]=[CH:6][CH:7]=1. (3) Given the reactants [Br:1][C:2]1[CH:7]=[CH:6][C:5](I)=[C:4]([F:9])[CH:3]=1.[CH:10]#[C:11][CH2:12][CH2:13][CH3:14].O.CCOCC, predict the reaction product. The product is: [Br:1][C:2]1[CH:7]=[CH:6][C:5]([C:10]#[C:11][CH2:12][CH2:13][CH3:14])=[C:4]([F:9])[CH:3]=1. (4) The product is: [C:15](=[O:16])([O-:18])[O-:17].[Ce+3:5].[C:15](=[O:16])([O-:18])[O-:17].[C:15](=[O:16])([O-:18])[O-:17].[Ce+3:5]. Given the reactants [N+]([O-])([O-])=O.[Ce+3:5].[N+]([O-])([O-])=O.[N+]([O-])([O-])=O.O.[C:15](=[O:18])([O-:17])[O-:16].[NH4+].[NH4+], predict the reaction product. (5) Given the reactants C([O:31][CH2:30][C:17](CO)([CH2:24]OC[C:17]([CH2:30][O:31]C(=O)C=C)([CH2:24]OC(=O)C=C)[CH2:18]OC(=O)C=C)[CH2:18]OC(=O)C=C)(=O)C=C.[C:75](OCC(CO[C:75](=[O:78])[CH:76]=[CH2:77])(COCC(CO[C:75](=[O:78])[CH:76]=[CH2:77])(CO[C:75](=[O:78])[CH:76]=[CH2:77])CO[C:75](=[O:78])[CH:76]=[CH2:77])CO[C:75](=[O:78])[CH:76]=[CH2:77])(=[O:78])[CH:76]=[CH2:77], predict the reaction product. The product is: [CH2:18]1[CH2:77][CH2:76][C:75]([OH:78])([C:30]([C:17]2[CH:18]=[CH:18][CH:17]=[CH:30][CH:24]=2)=[O:31])[CH2:24][CH2:17]1.